From a dataset of Full USPTO retrosynthesis dataset with 1.9M reactions from patents (1976-2016). Predict the reactants needed to synthesize the given product. (1) Given the product [C:17]([O:16][C:14]([N:8]1[CH2:13][CH2:12][N:11]([C:2]2[S:3][C:4]([Br:7])=[CH:5][N:6]=2)[CH2:10][CH2:9]1)=[O:15])([CH3:20])([CH3:18])[CH3:19], predict the reactants needed to synthesize it. The reactants are: Br[C:2]1[S:3][C:4]([Br:7])=[CH:5][N:6]=1.[N:8]1([C:14]([O:16][C:17]([CH3:20])([CH3:19])[CH3:18])=[O:15])[CH2:13][CH2:12][NH:11][CH2:10][CH2:9]1.C(N(CC)CC)C. (2) The reactants are: [CH2:1]([OH:16])[CH2:2][O:3][CH2:4][CH2:5][O:6][CH2:7][CH2:8][O:9][CH2:10][CH2:11][O:12][CH2:13][CH2:14][OH:15].[S:17](Cl)([C:20]1[CH:26]=[CH:25][C:23]([CH3:24])=[CH:22][CH:21]=1)(=[O:19])=[O:18]. Given the product [CH3:24][C:23]1[CH:25]=[CH:26][C:20]([S:17]([O:15][CH2:14][CH2:13][O:12][CH2:11][CH2:10][O:9][CH2:8][CH2:7][O:6][CH2:5][CH2:4][O:3][CH2:2][CH2:1][OH:16])(=[O:19])=[O:18])=[CH:21][CH:22]=1, predict the reactants needed to synthesize it. (3) Given the product [O:27]=[S:2]1(=[O:1])[CH2:6][C:5]2[CH:7]=[C:8]([C:11]3[CH:12]=[N:13][C:14]([OH:25])=[C:15]4[C:20]=3[N:19]=[C:18]([C:21]([NH:23][CH3:24])=[O:22])[CH:17]=[CH:16]4)[CH:9]=[CH:10][C:4]=2[NH:3]1, predict the reactants needed to synthesize it. The reactants are: [O:1]=[S:2]1(=[O:27])[CH2:6][C:5]2[CH:7]=[C:8]([C:11]3[CH:12]=[N:13][C:14]([O:25]C)=[C:15]4[C:20]=3[N:19]=[C:18]([C:21]([NH:23][CH3:24])=[O:22])[CH:17]=[CH:16]4)[CH:9]=[CH:10][C:4]=2[NH:3]1.Cl.N1C=CC=CC=1.C([O-])(O)=O.[Na+].ClCCl. (4) Given the product [N+:11]([C:9]1[CH:10]=[C:4]2[CH2:3][NH:2][CH2:7][CH2:6][N:5]2[N:8]=1)([O-:13])=[O:12], predict the reactants needed to synthesize it. The reactants are: C[N:2]1[CH2:7][CH2:6][N:5]2[N:8]=[C:9]([N+:11]([O-:13])=[O:12])[CH:10]=[C:4]2[CH2:3]1. (5) Given the product [F:22][C:19]1[CH:20]=[CH:21][C:16]([C:10]2[C:9]3[C:13](=[CH:14][CH:15]=[C:7]([C:5]4[NH:25][C:30]([CH:31]([CH3:33])[CH3:32])=[N:35][N:6]=4)[CH:8]=3)[NH:12][N:11]=2)=[CH:17][CH:18]=1, predict the reactants needed to synthesize it. The reactants are: Cl.C(O[C:5]([C:7]1[CH:8]=[C:9]2[C:13](=[CH:14][CH:15]=1)[NH:12][N:11]=[C:10]2[C:16]1[CH:21]=[CH:20][C:19]([F:22])=[CH:18][CH:17]=1)=[NH:6])C.C([N:25](CC)CC)C.[C:30]([NH:35]N)(=O)[CH:31]([CH3:33])[CH3:32]. (6) Given the product [CH3:14][O:13][CH2:12][C:8]1[CH:7]=[C:6]([CH:11]=[CH:10][CH:9]=1)[C:5]([OH:15])=[O:4], predict the reactants needed to synthesize it. The reactants are: [OH-].[Na+].C[O:4][C:5](=[O:15])[C:6]1[CH:11]=[CH:10][CH:9]=[C:8]([CH2:12][O:13][CH3:14])[CH:7]=1.